From a dataset of Full USPTO retrosynthesis dataset with 1.9M reactions from patents (1976-2016). Predict the reactants needed to synthesize the given product. (1) Given the product [F:6][C:7]1[C:12]([O:13][C:14]2[CH:15]=[N:16][C:17]([S:20]([CH2:23][CH3:24])(=[O:22])=[O:21])=[CH:18][CH:19]=2)=[CH:11][C:10]([N+:1]([O-:4])=[O:2])=[C:9]([NH2:25])[CH:8]=1, predict the reactants needed to synthesize it. The reactants are: [N+:1]([O-:4])([O-])=[O:2].[K+].[F:6][C:7]1[CH:8]=[C:9]([NH2:25])[CH:10]=[CH:11][C:12]=1[O:13][C:14]1[CH:15]=[N:16][C:17]([S:20]([CH2:23][CH3:24])(=[O:22])=[O:21])=[CH:18][CH:19]=1. (2) Given the product [CH3:28][C:15]([C:21]1[CH:26]=[CH:25][C:24]([CH3:27])=[CH:23][CH:22]=1)([CH2:14][CH2:13][CH2:12][CH2:11][C:10](=[O:29])[CH2:9][CH2:8][CH2:7][CH2:6][C:5]([CH3:37])([C:30]1[CH:31]=[CH:32][C:33]([CH3:36])=[CH:34][CH:35]=1)[C:4]([OH:38])=[O:3])[C:16]([OH:18])=[O:17], predict the reactants needed to synthesize it. The reactants are: C([O:3][C:4](=[O:38])[C:5]([CH3:37])([C:30]1[CH:35]=[CH:34][C:33]([CH3:36])=[CH:32][CH:31]=1)[CH2:6][CH2:7][CH2:8][CH2:9][C:10](=[O:29])[CH2:11][CH2:12][CH2:13][CH2:14][C:15]([CH3:28])([C:21]1[CH:26]=[CH:25][C:24]([CH3:27])=[CH:23][CH:22]=1)[C:16]([O:18]CC)=[O:17])C.[OH-].[K+]. (3) Given the product [C:12]([N:15]1[C:23]2[C:18](=[CH:19][CH:20]=[C:21]([N:24]([CH:35]3[CH2:40][CH2:39][N:38]([CH2:9][CH2:8][CH2:7][C:1]4[CH:2]=[CH:3][CH:4]=[CH:5][CH:6]=4)[CH2:37][CH2:36]3)[C:25](=[O:34])/[CH:26]=[CH:27]/[C:28]3[CH:29]=[CH:30][CH:31]=[CH:32][CH:33]=3)[CH:22]=2)[CH2:17][CH2:16]1)(=[O:14])[CH3:13], predict the reactants needed to synthesize it. The reactants are: [C:1]1([CH2:7][CH2:8][CH2:9]C=O)[CH:6]=[CH:5][CH:4]=[CH:3][CH:2]=1.[C:12]([N:15]1[C:23]2[C:18](=[CH:19][CH:20]=[C:21]([N:24]([CH:35]3[CH2:40][CH2:39][NH:38][CH2:37][CH2:36]3)[C:25](=[O:34])/[CH:26]=[CH:27]/[C:28]3[CH:33]=[CH:32][CH:31]=[CH:30][CH:29]=3)[CH:22]=2)[CH2:17][CH2:16]1)(=[O:14])[CH3:13].[BH-](OC(C)=O)(OC(C)=O)OC(C)=O.[Na+]. (4) Given the product [CH3:1][O:2][C:3](=[O:18])[CH:4]([C:6]1[CH:11]=[CH:10][C:9]([NH2:12])=[CH:8][C:7]=1[NH2:15])[CH3:5], predict the reactants needed to synthesize it. The reactants are: [CH3:1][O:2][C:3](=[O:18])[CH:4]([C:6]1[CH:11]=[CH:10][C:9]([N+:12]([O-])=O)=[CH:8][C:7]=1[N+:15]([O-])=O)[CH3:5].O1CCCC1.[BH4-].[Na+].[Cl-].[Cl-].[Cl-].[Al+3]. (5) Given the product [CH2:17]([NH:19][C:11](=[O:13])[CH2:10][O:9][C:8]1[CH:7]=[C:6]([CH:16]=[CH:15][CH:14]=1)[C:4]([OH:3])=[O:5])[NH:18][C:11](=[O:13])[CH2:10][O:9][C:8]1[CH:7]=[C:6]([CH:16]=[CH:15][CH:14]=1)[C:4]([OH:5])=[O:3], predict the reactants needed to synthesize it. The reactants are: C([O:3][C:4]([C:6]1[CH:7]=[C:8]([CH:14]=[CH:15][CH:16]=1)[O:9][CH2:10][C:11]([OH:13])=O)=[O:5])C.[CH2:17]([NH2:19])[NH2:18]. (6) Given the product [C:43](=[O:44])([O:21][CH2:20][C:19]1[CH:18]=[CH:17][C:16]([C:22]2[CH:27]=[CH:26][CH:25]=[C:24]([Cl:28])[C:23]=2[Cl:29])=[CH:15][C:14]=1[CH2:13][N:11]1[C:10](=[O:30])[N:9]([CH2:31][C@H:32]([OH:37])[C:33]([F:34])([F:36])[F:35])[C:8]([C:5]2[CH:6]=[CH:7][C:2]([Cl:1])=[CH:3][CH:4]=2)=[N:12]1)[NH2:42], predict the reactants needed to synthesize it. The reactants are: [Cl:1][C:2]1[CH:7]=[CH:6][C:5]([C:8]2[N:9]([CH2:31][C@H:32]([OH:37])[C:33]([F:36])([F:35])[F:34])[C:10](=[O:30])[N:11]([CH2:13][C:14]3[CH:15]=[C:16]([C:22]4[CH:27]=[CH:26][CH:25]=[C:24]([Cl:28])[C:23]=4[Cl:29])[CH:17]=[CH:18][C:19]=3[CH2:20][OH:21])[N:12]=2)=[CH:4][CH:3]=1.ClS([N:42]=[C:43]=[O:44])(=O)=O.O.C(=O)(O)[O-].[Na+].